The task is: Predict which catalyst facilitates the given reaction.. This data is from Catalyst prediction with 721,799 reactions and 888 catalyst types from USPTO. (1) Reactant: [OH:1][CH:2]([CH2:8][CH2:9][C:10]1[CH:15]=[CH:14][C:13]([O:16][CH3:17])=[C:12]([O:18][CH3:19])[C:11]=1[O:20][CH3:21])[CH2:3][C:4]([O:6][CH3:7])=[O:5].[Si:22](Cl)([C:35]([CH3:38])([CH3:37])[CH3:36])([C:29]1[CH:34]=[CH:33][CH:32]=[CH:31][CH:30]=1)[C:23]1[CH:28]=[CH:27][CH:26]=[CH:25][CH:24]=1.N1C=CN=C1. Product: [Si:22]([O:1][CH:2]([CH2:8][CH2:9][C:10]1[CH:15]=[CH:14][C:13]([O:16][CH3:17])=[C:12]([O:18][CH3:19])[C:11]=1[O:20][CH3:21])[CH2:3][C:4]([O:6][CH3:7])=[O:5])([C:35]([CH3:38])([CH3:37])[CH3:36])([C:29]1[CH:30]=[CH:31][CH:32]=[CH:33][CH:34]=1)[C:23]1[CH:28]=[CH:27][CH:26]=[CH:25][CH:24]=1. The catalyst class is: 3. (2) Reactant: C1C=CC(P(C2C=CC3C(=CC=CC=3)C=2C2C3C(=CC=CC=3)C=CC=2P(C2C=CC=CC=2)C2C=CC=CC=2)C2C=CC=CC=2)=CC=1.[F:47][C:48]1[CH:49]=[C:50](B(O)O)[CH:51]=[CH:52][C:53]=1[F:54].CO.[CH2:60]([N:67]1[CH2:71][CH:70]=[C:69]([C:72](=[O:74])[CH3:73])[CH2:68]1)[C:61]1[CH:66]=[CH:65][CH:64]=[CH:63][CH:62]=1. Product: [CH2:60]([N:67]1[CH2:71][C@H:70]([C:50]2[CH:51]=[CH:52][C:53]([F:54])=[C:48]([F:47])[CH:49]=2)[C@@H:69]([C:72](=[O:74])[CH3:73])[CH2:68]1)[C:61]1[CH:66]=[CH:65][CH:64]=[CH:63][CH:62]=1. The catalyst class is: 6. (3) Reactant: [OH:1][CH2:2][C:3]1[CH:11]=[CH:10][C:6]([C:7]([OH:9])=O)=[CH:5][CH:4]=1.C(Cl)CCl.CCN(CC)CC.C1C=CC2N(O)N=NC=2C=1.[NH:33]1[CH2:38][CH2:37][O:36][CH2:35][CH2:34]1. Product: [OH:1][CH2:2][C:3]1[CH:4]=[CH:5][C:6]([C:7]([N:33]2[CH2:38][CH2:37][O:36][CH2:35][CH2:34]2)=[O:9])=[CH:10][CH:11]=1. The catalyst class is: 79.